This data is from Peptide-MHC class II binding affinity with 134,281 pairs from IEDB. The task is: Regression. Given a peptide amino acid sequence and an MHC pseudo amino acid sequence, predict their binding affinity value. This is MHC class II binding data. The peptide sequence is SVLLVVALFAVFLGS. The MHC is HLA-DQA10104-DQB10503 with pseudo-sequence HLA-DQA10104-DQB10503. The binding affinity (normalized) is 0.